This data is from Catalyst prediction with 721,799 reactions and 888 catalyst types from USPTO. The task is: Predict which catalyst facilitates the given reaction. (1) Reactant: [Cl:1][C:2]1[CH:3]=[CH:4][C:5]([C:32]#[N:33])=[C:6]([C:8]2[C:13]([O:14][CH3:15])=[CH:12][N:11]([CH:16]([CH2:24][C:25]3[CH:30]=[CH:29][CH:28]=[CH:27][N:26]=3)[C:17]([O:19]C(C)(C)C)=[O:18])[C:10](=[O:31])[CH:9]=2)[CH:7]=1.C(O)(C(F)(F)F)=O. Product: [Cl:1][C:2]1[CH:3]=[CH:4][C:5]([C:32]#[N:33])=[C:6]([C:8]2[C:13]([O:14][CH3:15])=[CH:12][N:11]([CH:16]([CH2:24][C:25]3[CH:30]=[CH:29][CH:28]=[CH:27][N:26]=3)[C:17]([OH:19])=[O:18])[C:10](=[O:31])[CH:9]=2)[CH:7]=1. The catalyst class is: 4. (2) Reactant: [C:1]([S:4][C@@H:5]1[CH2:22][CH2:21][C@@:20]2([CH3:23])[CH:7]([C:8](=O)[CH2:9][C@@H:10]3[C@@H:19]2[CH2:18][CH2:17][C@@:15]2([CH3:16])[C@H:11]3[CH2:12][CH2:13][C:14]2=[O:24])[CH2:6]1)(=[O:3])[CH3:2].[CH2:26]1COCC1. Product: [C:1]([S:4][C@@H:5]1[CH2:22][CH2:21][C@@:20]2([CH3:23])[CH:7]([C:8](=[CH2:26])[CH2:9][C@@H:10]3[C@@H:19]2[CH2:18][CH2:17][C@@:15]2([CH3:16])[C@H:11]3[CH2:12][CH2:13][C:14]2=[O:24])[CH2:6]1)(=[O:3])[CH3:2].[SH:4][C@@H:5]1[CH2:22][CH2:21][C@@:20]2([CH3:23])[CH:7]([C:8](=[CH2:26])[CH2:9][C@@H:10]3[C@@H:19]2[CH2:18][CH2:17][C@@:15]2([CH3:16])[C@H:11]3[CH2:12][CH2:13][C:14]2=[O:24])[CH2:6]1. The catalyst class is: 629. (3) Reactant: [CH3:1][O:2][C:3]1[CH:11]=[CH:10][C:6]([C:7]([OH:9])=O)=[CH:5][CH:4]=1.CCN=C=NCCCN(C)C.Cl.C1C=CC2N(O)N=NC=2C=1.CN1CCOCC1.[NH2:41][C:42]1[CH:43]=[C:44]([CH:47]=[CH:48][CH:49]=1)[C:45]#[N:46]. Product: [C:45]([C:44]1[CH:43]=[C:42]([NH:41][C:7](=[O:9])[C:6]2[CH:5]=[CH:4][C:3]([O:2][CH3:1])=[CH:11][CH:10]=2)[CH:49]=[CH:48][CH:47]=1)#[N:46]. The catalyst class is: 18.